Dataset: Forward reaction prediction with 1.9M reactions from USPTO patents (1976-2016). Task: Predict the product of the given reaction. (1) Given the reactants [CH2:1]([NH:8][CH:9]([CH3:11])[CH3:10])[C:2]1[CH:7]=[CH:6][CH:5]=[CH:4][CH:3]=1.[CH:12]([CH:14]=[CH2:15])=[O:13].N12CCCN=C1CCCCC2, predict the reaction product. The product is: [CH2:1]([N:8]([CH:9]([CH3:11])[CH3:10])[CH2:15][CH2:14][CH:12]=[O:13])[C:2]1[CH:7]=[CH:6][CH:5]=[CH:4][CH:3]=1. (2) The product is: [Cl:1][C:2]1[CH:22]=[C:21]([Cl:23])[CH:20]=[CH:19][C:3]=1[CH2:4][NH:5][C:6]([C:8]1[S:12][C:11]([CH2:13][O:14][C:29]2[C:34]([CH3:35])=[CH:33][CH:32]=[CH:31][C:30]=2[CH2:36][C:37]([OH:39])=[O:38])=[N:10][C:9]=1[O:15][CH:16]([CH3:18])[CH3:17])=[O:7]. Given the reactants [Cl:1][C:2]1[CH:22]=[C:21]([Cl:23])[CH:20]=[CH:19][C:3]=1[CH2:4][NH:5][C:6]([C:8]1[S:12][C:11]([CH2:13][OH:14])=[N:10][C:9]=1[O:15][CH:16]([CH3:18])[CH3:17])=[O:7].S(Cl)(Cl)=O.O[C:29]1[C:34]([CH3:35])=[CH:33][CH:32]=[CH:31][C:30]=1[CH2:36][C:37]([O:39]C)=[O:38].[H-].[Na+].Cl, predict the reaction product. (3) Given the reactants [CH3:1][C@@H:2]1[C@H:20]([OH:21])[C@@H:19]([CH3:22])[C:17](=[O:18])[C:16]([CH3:24])([CH3:23])[C@@H:15]([OH:25])[CH2:14][C:12](=[O:13])[O:11][C@H:10](/[C:26](/[CH3:35])=[CH:27]/[C:28]2[N:32]=[C:31]([CH2:33]O)[S:30][CH:29]=2)[CH2:9][C@@H:7]2[O:8][C@:6]2([CH3:36])[CH2:5][CH2:4][CH2:3]1.C1(P([N:51]=[N+]=[N-])(C2C=CC=CC=2)=O)C=CC=CC=1.N12CCCN=C1CCCCC2.[OH-].[NH4+].CP(C)C.O1CCCC1, predict the reaction product. The product is: [NH2:51][CH2:33][C:31]1[S:30][CH:29]=[C:28]([CH:27]=[C:26]([CH:10]2[O:11][C:12](=[O:13])[CH2:14][CH:15]([OH:25])[C:16]([CH3:24])([CH3:23])[C:17](=[O:18])[CH:19]([CH3:22])[CH:20]([OH:21])[CH:2]([CH3:1])[CH2:3][CH2:4][CH2:5][C:6]3([CH3:36])[CH:7]([O:8]3)[CH2:9]2)[CH3:35])[N:32]=1. (4) Given the reactants [BH4-].[Na+].[CH2:3]([N:6]1[CH2:11][CH2:10][O:9][C:8]([C:13]2[C:14]3[C:18]([CH:19]=[CH:20][CH:21]=2)=[N:17][N:16]([C:22]([C:35]2[CH:40]=[CH:39][CH:38]=[CH:37][CH:36]=2)([C:29]2[CH:34]=[CH:33][CH:32]=[CH:31][CH:30]=2)[C:23]2[CH:28]=[CH:27][CH:26]=[CH:25][CH:24]=2)[CH:15]=3)([OH:12])[CH2:7]1)[CH2:4][CH3:5], predict the reaction product. The product is: [OH:9][CH2:10][CH2:11][N:6]([CH2:3][CH2:4][CH3:5])[CH2:7][CH:8]([C:13]1[C:14]2[C:18]([CH:19]=[CH:20][CH:21]=1)=[N:17][N:16]([C:22]([C:29]1[CH:34]=[CH:33][CH:32]=[CH:31][CH:30]=1)([C:35]1[CH:36]=[CH:37][CH:38]=[CH:39][CH:40]=1)[C:23]1[CH:28]=[CH:27][CH:26]=[CH:25][CH:24]=1)[CH:15]=2)[OH:12]. (5) Given the reactants [CH2:1]([NH:8][C:9](=[O:34])[C@@H:10]([CH2:31][O:32][CH3:33])[NH:11]C(C1C=CC=CC=1)(C1C=CC=CC=1)C1C=CC=CC=1)[C:2]1[CH:7]=[CH:6][CH:5]=[CH:4][CH:3]=1.C(O)(=O)C, predict the reaction product. The product is: [CH2:1]([NH:8][C:9](=[O:34])[C@@H:10]([CH2:31][O:32][CH3:33])[NH2:11])[C:2]1[CH:7]=[CH:6][CH:5]=[CH:4][CH:3]=1. (6) Given the reactants [O:1]1[CH2:6][CH2:5][N:4]([C:7]2[C:8]3[N:9]([CH:21]=[C:22]([CH2:24][CH2:25][C:26]4[CH:35]=[CH:34][C:33]5[C:28](=[CH:29][CH:30]=[CH:31][CH:32]=5)[N:27]=4)[N:23]=3)[C:10]([C:13]3[CH:14]=[CH:15][C:16]([C:19]#[N:20])=[N:17][CH:18]=3)=[CH:11][N:12]=2)[CH2:3][CH2:2]1.[N-:36]=[N+:37]=[N-:38].[Na+], predict the reaction product. The product is: [NH:36]1[C:19]([C:16]2[N:17]=[CH:18][C:13]([C:10]3[N:9]4[CH:21]=[C:22]([CH2:24][CH2:25][C:26]5[CH:35]=[CH:34][C:33]6[C:28](=[CH:29][CH:30]=[CH:31][CH:32]=6)[N:27]=5)[N:23]=[C:8]4[C:7]([N:4]4[CH2:3][CH2:2][O:1][CH2:6][CH2:5]4)=[N:12][CH:11]=3)=[CH:14][CH:15]=2)=[N:20][N:38]=[N:37]1. (7) Given the reactants [N:1]1([C:7]2[CH:15]=[CH:14][C:13]([N+:16]([O-:18])=[O:17])=[CH:12][C:8]=2[C:9]([OH:11])=O)[CH2:6][CH2:5][O:4][CH2:3][CH2:2]1.FC(F)(F)C(O)=O.[F:26][C:27]([F:40])([F:39])[C:28]1[S:32][C:31]([N:33]2[CH2:38][CH2:37][NH:36][CH2:35][CH2:34]2)=[N:30][N:29]=1, predict the reaction product. The product is: [N:1]1([C:7]2[CH:15]=[CH:14][C:13]([N+:16]([O-:18])=[O:17])=[CH:12][C:8]=2[C:9]([N:36]2[CH2:35][CH2:34][N:33]([C:31]3[S:32][C:28]([C:27]([F:39])([F:26])[F:40])=[N:29][N:30]=3)[CH2:38][CH2:37]2)=[O:11])[CH2:2][CH2:3][O:4][CH2:5][CH2:6]1.